This data is from Merck oncology drug combination screen with 23,052 pairs across 39 cell lines. The task is: Regression. Given two drug SMILES strings and cell line genomic features, predict the synergy score measuring deviation from expected non-interaction effect. (1) Drug 1: COC12C(COC(N)=O)C3=C(C(=O)C(C)=C(N)C3=O)N1CC1NC12. Drug 2: COC1=C2CC(C)CC(OC)C(O)C(C)C=C(C)C(OC(N)=O)C(OC)C=CC=C(C)C(=O)NC(=CC1=O)C2=O. Cell line: NCIH520. Synergy scores: synergy=-7.33. (2) Drug 2: N#Cc1ccc(Cn2cncc2CN2CCN(c3cccc(Cl)c3)C(=O)C2)cc1. Synergy scores: synergy=-33.7. Cell line: OVCAR3. Drug 1: COc1cccc2c1C(=O)c1c(O)c3c(c(O)c1C2=O)CC(O)(C(=O)CO)CC3OC1CC(N)C(O)C(C)O1. (3) Drug 1: CN(Cc1cnc2nc(N)nc(N)c2n1)c1ccc(C(=O)NC(CCC(=O)O)C(=O)O)cc1. Drug 2: Cn1cc(-c2cnn3c(N)c(Br)c(C4CCCNC4)nc23)cn1. Cell line: CAOV3. Synergy scores: synergy=-1.02. (4) Drug 1: O=S1(=O)NC2(CN1CC(F)(F)F)C1CCC2Cc2cc(C=CCN3CCC(C(F)(F)F)CC3)ccc2C1. Drug 2: CC(=O)OC1C(=O)C2(C)C(O)CC3OCC3(OC(C)=O)C2C(OC(=O)c2ccccc2)C2(O)CC(OC(=O)C(O)C(NC(=O)c3ccccc3)c3ccccc3)C(C)=C1C2(C)C. Cell line: ZR751. Synergy scores: synergy=8.53.